Predict the reaction yield, written as a fraction of the theoretical maximum amount of product (1.0 means a 100% yield; for example, 0.34 means a 34% yield). From a dataset of Reaction yield outcomes from USPTO patents with 853,638 reactions. (1) The reactants are [OH:1][CH2:2][C@@H:3]1[C@@H:7]([O:8][Si:9]([CH:16]([CH3:18])[CH3:17])([CH:13]([CH3:15])[CH3:14])[CH:10]([CH3:12])[CH3:11])[CH2:6][C@H:5]([NH:19][C:20]2[C:25]([C:26]([C:28]3[S:29][CH:30]=[C:31]([CH2:33][C:34]4[CH:39]=[CH:38][CH:37]=[C:36]([C:40]#[C:41][Si](C)(C)C)[CH:35]=4)[CH:32]=3)=[O:27])=[CH:24][N:23]=[CH:22][N:21]=2)[CH2:4]1.C([O-])([O-])=O.[K+].[K+]. The catalyst is CO. The product is [C:40]([C:36]1[CH:35]=[C:34]([CH:39]=[CH:38][CH:37]=1)[CH2:33][C:31]1[CH:32]=[C:28]([C:26]([C:25]2[C:20]([NH:19][C@H:5]3[CH2:6][C@H:7]([O:8][Si:9]([CH:13]([CH3:14])[CH3:15])([CH:16]([CH3:18])[CH3:17])[CH:10]([CH3:11])[CH3:12])[C@@H:3]([CH2:2][OH:1])[CH2:4]3)=[N:21][CH:22]=[N:23][CH:24]=2)=[O:27])[S:29][CH:30]=1)#[CH:41]. The yield is 0.800. (2) The reactants are [H-].[Na+].[CH2:3]([OH:6])[C:4]#[CH:5].Br[CH2:8][CH2:9][O:10][CH2:11][CH2:12][O:13][CH3:14]. The catalyst is C1COCC1.O. The product is [CH3:14][O:13][CH2:12][CH2:11][O:10][CH2:9][CH2:8][O:6][CH2:3][C:4]#[CH:5]. The yield is 0.0900. (3) The reactants are O=[C:2]([CH3:13])[CH2:3][NH:4][C:5](=[O:12])[C:6]1[CH:11]=[CH:10][CH:9]=[CH:8][CH:7]=1.C([O-])([O-])=O.[Na+].[Na+]. The catalyst is OS(O)(=O)=O. The product is [CH3:13][C:2]1[O:12][C:5]([C:6]2[CH:11]=[CH:10][CH:9]=[CH:8][CH:7]=2)=[N:4][CH:3]=1. The yield is 0.880. (4) The reactants are C1(OP(Cl)(OC2C=CC=CC=2)=O)C=CC=CC=1.[O:18]1[C:22]2[CH:23]=[CH:24][CH:25]=[CH:26][C:21]=2[CH:20]=[C:19]1[C:27]([OH:29])=O.C(N(CC)CC)C.[NH2:37][C@H:38]1[CH:43]2[CH2:44][CH2:45][N:40]([CH2:41][CH2:42]2)[C@@H:39]1[CH2:46][C:47]1[CH:48]=[N:49][CH:50]=[CH:51][CH:52]=1.C1(C)C=CC(C([C@@](C(O)=O)(O)[C@@](C(C2C=CC(C)=CC=2)=O)(O)C(O)=O)=O)=CC=1.[OH-].[Na+]. The catalyst is ClCCl. The product is [N:49]1[CH:50]=[CH:51][CH:52]=[C:47]([CH2:46][CH:39]2[CH:38]([NH:37][C:27]([C:19]3[O:18][C:22]4[CH:23]=[CH:24][CH:25]=[CH:26][C:21]=4[CH:20]=3)=[O:29])[CH:43]3[CH2:42][CH2:41][N:40]2[CH2:45][CH2:44]3)[CH:48]=1. The yield is 0.500. (5) The reactants are C([O:5][C:6]([C:8]12[CH:13]([C:14]3[CH:19]=[CH:18][CH:17]=[CH:16][CH:15]=3)[CH:12]1[CH2:11][O:10][C:9]2=[O:20])=[O:7])(C)(C)C.FC(F)(F)C(O)=O.ClC(Cl)C. No catalyst specified. The product is [O:20]=[C:9]1[O:10][CH2:11][C@@H:12]2[C@@:8]1([C:6]([OH:7])=[O:5])[C@@H:13]2[C:14]1[CH:19]=[CH:18][CH:17]=[CH:16][CH:15]=1. The yield is 0.980. (6) The reactants are [O:1]1[CH2:6][CH2:5][N:4]([C:7]2[N:12]=[C:11]([N:13]3[CH2:18][CH2:17][O:16][CH2:15][CH2:14]3)[N:10]=[C:9]([C:19]3[CH:26]=[CH:25][C:22]([C:23]#[N:24])=[CH:21][CH:20]=3)[N:8]=2)[CH2:3][CH2:2]1.[N-:27]=[N+:28]=[N-:29].[Na+].Cl.C(N(CC)CC)C. The catalyst is CN(C=O)C. The product is [N:4]1([C:7]2[N:12]=[C:11]([N:13]3[CH2:14][CH2:15][O:16][CH2:17][CH2:18]3)[N:10]=[C:9]([C:19]3[CH:20]=[CH:21][C:22]([C:23]4[N:27]=[N:28][NH:29][N:24]=4)=[CH:25][CH:26]=3)[N:8]=2)[CH2:5][CH2:6][O:1][CH2:2][CH2:3]1. The yield is 0.970.